From a dataset of Forward reaction prediction with 1.9M reactions from USPTO patents (1976-2016). Predict the product of the given reaction. (1) The product is: [OH:21][CH2:22][C:23]([C@H:25]([C@@H:8]([C@@H:7]([CH2:6][OH:12])[OH:11])[OH:29])[OH:26])=[O:24].[O:30]=[C:22]([OH:21])[C@@H:23]([C@H:25]([C@@H:8]([C@@H:7]([CH2:6][OH:12])[OH:11])[OH:29])[OH:26])[OH:24].[CH2:22]([OH:21])[C@H:23]([C@H:25]([C@@H:8]([C@@H:7]([CH2:6][OH:12])[OH:11])[OH:29])[OH:26])[OH:24]. Given the reactants [Mg+2].[Cl-].[Cl-].C1C(Cl)=[CH:8][C:7]([OH:11])=[C:6]([O:12]C2C=CC(Cl)=CC=2Cl)C=1.[OH:21][CH2:22][CH:23]([CH2:25][OH:26])[OH:24].C([OH:29])C.[OH2:30], predict the reaction product. (2) Given the reactants OO.[C:3]([O:6]C(=O)C)(=[O:5])[CH3:4].[F:10][C:11]1[CH:16]=[CH:15][CH:14]=[C:13]([I:17])[C:12]=1[F:18], predict the reaction product. The product is: [C:3]([OH:6])(=[O:5])[CH3:4].[C:3]([OH:6])(=[O:5])[CH3:4].[F:10][C:11]1[CH:16]=[CH:15][CH:14]=[C:13]([I:17])[C:12]=1[F:18]. (3) Given the reactants [CH3:1][C:2]1[CH:7]=[CH:6][C:5]([S:8]([CH3:11])(=[O:10])=[O:9])=[CH:4][C:3]=1[C:12]1[C:13]2[CH:20]=[C:19]([CH:21]=[O:22])[CH:18]=[CH:17][C:14]=2[S:15][CH:16]=1.[BH4-].[Na+], predict the reaction product. The product is: [CH3:1][C:2]1[CH:7]=[CH:6][C:5]([S:8]([CH3:11])(=[O:10])=[O:9])=[CH:4][C:3]=1[C:12]1[C:13]2[CH:20]=[C:19]([CH2:21][OH:22])[CH:18]=[CH:17][C:14]=2[S:15][CH:16]=1. (4) Given the reactants Br[C:2]1[CH:3]=[CH:4][C:5]([O:25][CH2:26][CH2:27][CH3:28])=[C:6]([S:8]([NH:11][C@H:12]([CH2:15][C:16]2[C:24]3[C:19](=[CH:20][CH:21]=[CH:22][CH:23]=3)[NH:18][CH:17]=2)[CH2:13][OH:14])(=[O:10])=[O:9])[CH:7]=1.[C:29]([C:31]1[CH:32]=[C:33]([CH:38]=[CH:39][CH:40]=1)[C:34]([NH:36][CH3:37])=[O:35])#[CH:30].CCCC[N+](CCCC)(CCCC)CCCC.[F-].O, predict the reaction product. The product is: [OH:14][CH2:13][C@H:12]([NH:11][S:8]([C:6]1[CH:7]=[C:2]([C:30]#[C:29][C:31]2[CH:32]=[C:33]([CH:38]=[CH:39][CH:40]=2)[C:34]([NH:36][CH3:37])=[O:35])[CH:3]=[CH:4][C:5]=1[O:25][CH2:26][CH2:27][CH3:28])(=[O:10])=[O:9])[CH2:15][C:16]1[C:24]2[C:19](=[CH:20][CH:21]=[CH:22][CH:23]=2)[NH:18][CH:17]=1. (5) Given the reactants [OH:1][C@H:2]1[CH2:6][CH2:5][NH:4][C@@H:3]1[C:7]([OH:9])=[O:8].C(N(C(C)C)CC)(C)C.[C:19]([O:23][C:24](O[C:24]([O:23][C:19]([CH3:22])([CH3:21])[CH3:20])=[O:25])=[O:25])([CH3:22])([CH3:21])[CH3:20], predict the reaction product. The product is: [C:19]([O:23][C:24]([N:4]1[CH2:5][CH2:6][C@H:2]([OH:1])[C@H:3]1[C:7]([OH:9])=[O:8])=[O:25])([CH3:22])([CH3:21])[CH3:20].